From a dataset of Catalyst prediction with 721,799 reactions and 888 catalyst types from USPTO. Predict which catalyst facilitates the given reaction. (1) Reactant: [CH:1]([O:4][C:5]([N:7]1[CH2:12][CH2:11][CH:10]([CH:13]([CH3:16])[CH2:14][OH:15])[CH2:9][CH2:8]1)=[O:6])([CH3:3])[CH3:2].C(N(CC)CC)C.[CH3:24][S:25](Cl)(=[O:27])=[O:26]. Product: [CH:1]([O:4][C:5]([N:7]1[CH2:12][CH2:11][CH:10]([CH:13]([CH3:16])[CH2:14][O:15][S:25]([CH3:24])(=[O:27])=[O:26])[CH2:9][CH2:8]1)=[O:6])([CH3:3])[CH3:2]. The catalyst class is: 2. (2) Reactant: [Cl:1][C:2]1[C:10]2[N:9]=[C:8]3[N:11]([C:15]4[CH:20]=[CH:19][C:18]([Cl:21])=[CH:17][C:16]=4[Cl:22])[CH2:12][CH2:13][CH2:14][N:7]3[C:6]=2[C:5]([CH:23]([NH2:26])[CH2:24][CH3:25])=[CH:4][CH:3]=1.C(N(CC)CC)C.[CH:34]1([C:37](Cl)=[O:38])[CH2:36][CH2:35]1.O. Product: [Cl:1][C:2]1[C:10]2[N:9]=[C:8]3[N:11]([C:15]4[CH:20]=[CH:19][C:18]([Cl:21])=[CH:17][C:16]=4[Cl:22])[CH2:12][CH2:13][CH2:14][N:7]3[C:6]=2[C:5]([CH:23]([NH:26][C:37]([CH:34]2[CH2:36][CH2:35]2)=[O:38])[CH2:24][CH3:25])=[CH:4][CH:3]=1. The catalyst class is: 7. (3) Product: [NH2:18][C:17]1[CH:16]=[C:15]([C:6]2[CH:7]=[CH:8][CH:9]=[CH:10][C:5]=2[NH:4][C:1](=[O:3])[CH3:2])[CH:21]=[CH:20][CH:19]=1. Reactant: [C:1]([NH:4][C:5]1[CH:10]=[CH:9][CH:8]=[CH:7][C:6]=1B(O)O)(=[O:3])[CH3:2].Br[C:15]1[CH:16]=[C:17]([CH:19]=[CH:20][CH:21]=1)[NH2:18].C([O-])([O-])=O.[Na+].[Na+]. The catalyst class is: 104. (4) Reactant: [N:1]1[CH:6]=[CH:5][CH:4]=[CH:3][C:2]=1[C:7]([NH:9][C:10]1[C:11]([C:21]([OH:23])=O)=[N:12][N:13]([CH:15]2[CH2:20][CH2:19][CH2:18][CH2:17][O:16]2)[CH:14]=1)=[O:8].[NH2:24][CH2:25][C:26]([CH2:30][C:31]1[CH:36]=[CH:35][CH:34]=[CH:33][CH:32]=1)([CH3:29])[C:27]#[N:28].CCN=C=NCCCN(C)C.C1C=CC2N(O)N=NC=2C=1.C(=O)([O-])O.[Na+]. Product: [C:25]([C:26]([CH3:29])([CH2:30][C:31]1[CH:36]=[CH:35][CH:34]=[CH:33][CH:32]=1)[CH2:27][NH:28][C:21]([C:11]1[C:10]([NH:9][C:7]([C:2]2[CH:3]=[CH:4][CH:5]=[CH:6][N:1]=2)=[O:8])=[CH:14][N:13]([CH:15]2[CH2:20][CH2:19][CH2:18][CH2:17][O:16]2)[N:12]=1)=[O:23])#[N:24]. The catalyst class is: 3. (5) Reactant: Br[C:2]1[C:3]([O:14][CH3:15])=[C:4]([F:13])[C:5]([OH:12])=[C:6]([CH:11]=1)[C:7]([O:9][CH3:10])=[O:8].[B:16]1([B:16]2[O:20][C:19]([CH3:22])([CH3:21])[C:18]([CH3:24])([CH3:23])[O:17]2)[O:20][C:19]([CH3:22])([CH3:21])[C:18]([CH3:24])([CH3:23])[O:17]1.C([O-])(=O)C.[K+].O. Product: [F:13][C:4]1[C:5]([OH:12])=[C:6]([CH:11]=[C:2]([B:16]2[O:20][C:19]([CH3:22])([CH3:21])[C:18]([CH3:24])([CH3:23])[O:17]2)[C:3]=1[O:14][CH3:15])[C:7]([O:9][CH3:10])=[O:8]. The catalyst class is: 843. (6) Reactant: Br[C:2]1[CH:7]=[C:6]([CH3:8])[CH:5]=[CH:4][N:3]=1.[Cl-].[Li+].C(=O)([O-])[O-].[Na+].[Na+].[C:17]1(B(O)O)[CH:22]=[CH:21][CH:20]=[CH:19][CH:18]=1. Product: [C:17]1([C:2]2[CH:7]=[C:6]([CH3:8])[CH:5]=[CH:4][N:3]=2)[CH:22]=[CH:21][CH:20]=[CH:19][CH:18]=1. The catalyst class is: 335. (7) Reactant: F[C:2]1[CH:20]=[CH:19][C:5]([C:6]([N:8]([CH2:14][C:15]([F:18])([F:17])[F:16])[CH2:9][C:10]([F:13])([F:12])[F:11])=[O:7])=[CH:4][C:3]=1[N+:21]([O-:23])=[O:22].[NH2:24][CH2:25][CH:26]1[CH2:31][O:30][CH2:29][CH2:28][N:27]1[C:32]([O:34][C:35]([CH3:38])([CH3:37])[CH3:36])=[O:33]. Product: [F:11][C:10]([F:13])([F:12])[CH2:9][N:8]([CH2:14][C:15]([F:17])([F:18])[F:16])[C:6]([C:5]1[CH:19]=[CH:20][C:2]([NH:24][CH2:25][CH:26]2[CH2:31][O:30][CH2:29][CH2:28][N:27]2[C:32]([O:34][C:35]([CH3:38])([CH3:37])[CH3:36])=[O:33])=[C:3]([N+:21]([O-:23])=[O:22])[CH:4]=1)=[O:7]. The catalyst class is: 14. (8) Reactant: N(C(OC(C)(C)C)=O)=NC(OC(C)(C)C)=O.[CH3:17][O:18][C:19]1[CH:20]=[C:21]([OH:28])[CH:22]=[CH:23][C:24]=1[N+:25]([O-:27])=[O:26].O[CH2:30][C@H:31]1[CH2:35][CH2:34][CH2:33][N:32]1[C:36]([O:38][C:39]([CH3:42])([CH3:41])[CH3:40])=[O:37].C1(P(C2C=CC=CC=2)C2C=CC=CC=2)C=CC=CC=1. Product: [CH3:17][O:18][C:19]1[CH:20]=[C:21]([CH:22]=[CH:23][C:24]=1[N+:25]([O-:27])=[O:26])[O:28][CH2:30][C@H:31]1[CH2:35][CH2:34][CH2:33][N:32]1[C:36]([O:38][C:39]([CH3:40])([CH3:42])[CH3:41])=[O:37]. The catalyst class is: 1. (9) Product: [CH2:6]([C:8]([C:11]1[CH:16]=[CH:15][C:14]([C:17]#[C:18][C:31]2([OH:34])[CH2:32][CH2:33][O:28][CH2:29][CH2:30]2)=[C:13]([CH3:19])[CH:12]=1)([C:20]1[CH:25]=[CH:24][C:23]([OH:26])=[C:22]([CH3:27])[CH:21]=1)[CH2:9][CH3:10])[CH3:7]. Reactant: C([Li])CCC.[CH2:6]([C:8]([C:20]1[CH:25]=[CH:24][C:23]([OH:26])=[C:22]([CH3:27])[CH:21]=1)([C:11]1[CH:16]=[CH:15][C:14]([C:17]#[CH:18])=[C:13]([CH3:19])[CH:12]=1)[CH2:9][CH3:10])[CH3:7].[O:28]1[CH2:33][CH2:32][C:31](=[O:34])[CH2:30][CH2:29]1.[Cl-].[NH4+]. The catalyst class is: 7.